From a dataset of Forward reaction prediction with 1.9M reactions from USPTO patents (1976-2016). Predict the product of the given reaction. (1) The product is: [N+:12]([C:3]1[NH:2][O:1][CH:6]=[CH:5][CH:4]=1)([O-:14])=[O:13]. Given the reactants [O:1]1[CH:6]=[CH:5][CH:4]=[CH:3][NH:2]1.S(=O)(=O)(O)O.[N+:12]([O-])([OH:14])=[O:13].C(=O)([O-])[O-].[Na+].[Na+], predict the reaction product. (2) Given the reactants Br[C:2]1[N:7]=[C:6]([C:8]2[NH:9][C:10](=[O:22])[C:11]3[C:16]([CH:17]=2)=[CH:15][C:14]([O:18][CH3:19])=[CH:13][C:12]=3[O:20][CH3:21])[CH:5]=[CH:4][CH:3]=1.[CH3:23][N:24]([CH3:42])[C:25](=[O:41])[C:26]1[CH:31]=[CH:30][C:29](B2OC(C)(C)C(C)(C)O2)=[CH:28][CH:27]=1.C([O-])([O-])=O.[K+].[K+].CCO, predict the reaction product. The product is: [CH3:19][O:18][C:14]1[CH:15]=[C:16]2[C:11](=[C:12]([O:20][CH3:21])[CH:13]=1)[C:10](=[O:22])[NH:9][C:8]([C:6]1[N:7]=[C:2]([C:29]3[CH:30]=[CH:31][C:26]([C:25]([N:24]([CH3:42])[CH3:23])=[O:41])=[CH:27][CH:28]=3)[CH:3]=[CH:4][CH:5]=1)=[CH:17]2.